This data is from Catalyst prediction with 721,799 reactions and 888 catalyst types from USPTO. The task is: Predict which catalyst facilitates the given reaction. (1) Reactant: F[C:2]1[CH:3]=[C:4]2[NH:12][CH:11]=[CH:10][C:5]2=[N:6][C:7]=1[C:8]#[N:9].[H-].[Na+].C[Si](CCOCCl)(C)C. Product: [NH:12]1[C:4]2[C:5](=[N:6][C:7]([C:8]#[N:9])=[CH:2][CH:3]=2)[CH:10]=[CH:11]1. The catalyst class is: 1. (2) Reactant: C(OC(=O)[NH:7][CH:8]1[CH2:13][CH2:12][N:11]([C:14]2[CH:19]=[CH:18][C:17]([C:20]3[CH:25]=[C:24]([C:26](=[O:40])[NH:27][CH2:28][C:29]4[C:30](=[O:39])[NH:31][C:32]([CH3:38])=[CH:33][C:34]=4[CH:35]([CH3:37])[CH3:36])[C:23]([CH3:41])=[C:22]([N:42]([CH2:49][CH3:50])[CH:43]4[CH2:48][CH2:47][O:46][CH2:45][CH2:44]4)[CH:21]=3)=[CH:16][N:15]=2)[CH2:10][CH2:9]1)(C)(C)C.C(O)(C(F)(F)F)=O. Product: [NH2:7][CH:8]1[CH2:9][CH2:10][N:11]([C:14]2[N:15]=[CH:16][C:17]([C:20]3[CH:21]=[C:22]([N:42]([CH2:49][CH3:50])[CH:43]4[CH2:44][CH2:45][O:46][CH2:47][CH2:48]4)[C:23]([CH3:41])=[C:24]([CH:25]=3)[C:26]([NH:27][CH2:28][C:29]3[C:30](=[O:39])[NH:31][C:32]([CH3:38])=[CH:33][C:34]=3[CH:35]([CH3:37])[CH3:36])=[O:40])=[CH:18][CH:19]=2)[CH2:12][CH2:13]1. The catalyst class is: 2.